This data is from Full USPTO retrosynthesis dataset with 1.9M reactions from patents (1976-2016). The task is: Predict the reactants needed to synthesize the given product. (1) Given the product [CH3:1][O:2][NH:10][CH2:9][C:14]1[CH:5]=[CH:18][CH:17]=[CH:16][CH:15]=1, predict the reactants needed to synthesize it. The reactants are: [CH3:1][O:2]N.Cl.[CH2:5](Cl)Cl.[BH3-][C:9]#[N:10].[Na+].Cl.N1[CH:18]=[CH:17][CH:16]=[CH:15][CH:14]=1. (2) Given the product [CH:1]([C:4]1[CH:5]=[CH:6][C:7]([CH:10]2[C:14]3[C:15]([CH3:34])=[C:16]([NH:21][C:22]([C:24]4[CH:25]=[CH:26][C:27]([C:28]([OH:30])=[O:29])=[CH:32][CH:33]=4)=[O:23])[C:17]([CH3:20])=[C:18]([CH3:19])[C:13]=3[O:12][C:11]2([CH3:36])[CH3:35])=[CH:8][CH:9]=1)([CH3:3])[CH3:2], predict the reactants needed to synthesize it. The reactants are: [CH:1]([C:4]1[CH:9]=[CH:8][C:7]([CH:10]2[C:14]3[C:15]([CH3:34])=[C:16]([NH:21][C:22]([C:24]4[CH:33]=[CH:32][C:27]([C:28]([O:30]C)=[O:29])=[CH:26][CH:25]=4)=[O:23])[C:17]([CH3:20])=[C:18]([CH3:19])[C:13]=3[O:12][C:11]2([CH3:36])[CH3:35])=[CH:6][CH:5]=1)([CH3:3])[CH3:2].O1CCCC1.[OH-].[Na+].